Dataset: Reaction yield outcomes from USPTO patents with 853,638 reactions. Task: Predict the reaction yield, written as a fraction of the theoretical maximum amount of product (1.0 means a 100% yield; for example, 0.34 means a 34% yield). The reactants are Br[C:2]1[N:3]=[C:4]2[C:10]([C:11]([NH:13][C:14]([CH3:18])([CH3:17])[CH2:15][OH:16])=[O:12])=[CH:9][N:8]([CH2:19][O:20][CH2:21][CH2:22][Si:23]([CH3:26])([CH3:25])[CH3:24])[C:5]2=[N:6][CH:7]=1.[I-].[Na+].CN[C@@H]1CCCC[C@H]1NC.[NH:39]1[C:47]2[C:42](=[CH:43][CH:44]=[CH:45][CH:46]=2)[CH:41]=[N:40]1.[O-]P([O-])([O-])=O.[K+].[K+].[K+]. The catalyst is C1(C)C=CC=CC=1.[Cu]I. The product is [OH:16][CH2:15][C:14]([NH:13][C:11]([C:10]1[C:4]2[C:5](=[N:6][CH:7]=[C:2]([N:39]3[C:47]4[C:42](=[CH:43][CH:44]=[CH:45][CH:46]=4)[CH:41]=[N:40]3)[N:3]=2)[N:8]([CH2:19][O:20][CH2:21][CH2:22][Si:23]([CH3:26])([CH3:25])[CH3:24])[CH:9]=1)=[O:12])([CH3:18])[CH3:17]. The yield is 0.740.